This data is from Full USPTO retrosynthesis dataset with 1.9M reactions from patents (1976-2016). The task is: Predict the reactants needed to synthesize the given product. (1) Given the product [P:1]([OH:38])([OH:30])([O:3][C:4]1[CH:9]=[C:8]([CH2:10][S:11](/[CH:14]=[CH:15]/[C:16]2[C:17]([O:26][CH3:27])=[CH:18][C:19]([O:24][CH3:25])=[CH:20][C:21]=2[O:22][CH3:23])(=[O:13])=[O:12])[CH:7]=[CH:6][C:5]=1[O:28][CH3:29])=[O:2], predict the reactants needed to synthesize it. The reactants are: [P:1]([O:38]CC1C=CC=CC=1)([O:30]CC1C=CC=CC=1)([O:3][C:4]1[CH:9]=[C:8]([CH2:10][S:11]([CH:14]=[CH:15][C:16]2[C:21]([O:22][CH3:23])=[CH:20][C:19]([O:24][CH3:25])=[CH:18][C:17]=2[O:26][CH3:27])(=[O:13])=[O:12])[CH:7]=[CH:6][C:5]=1[O:28][CH3:29])=[O:2].Br[Si](C)(C)C.[Na].S([O-])([O-])(=O)=S.[Na+].[Na+]. (2) Given the product [NH2:17][C:12]1[CH:13]=[CH:14][CH:15]=[CH:16][C:11]=1[NH:10][C:8](=[O:9])[CH2:7][CH2:6][CH2:5][CH2:4][CH2:3][C:2]([NH:25][CH2:26][C:27]1[CH:28]=[N:29][CH:30]=[CH:31][CH:32]=1)=[O:1], predict the reactants needed to synthesize it. The reactants are: [O:1]=[C:2]([NH:25][CH2:26][C:27]1[CH:28]=[N:29][CH:30]=[CH:31][CH:32]=1)[CH2:3][CH2:4][CH2:5][CH2:6][CH2:7][C:8]([NH:10][C:11]1[CH:16]=[CH:15][CH:14]=[CH:13][C:12]=1[NH:17]C(=O)OC(C)(C)C)=[O:9].Cl. (3) The reactants are: C([NH:8][C@@H:9]([C:12]([OH:14])=[O:13])[CH2:10][OH:11])(OC(C)(C)C)=O.CN1CC[O:19][CH2:18]C1.[CH2:22]([NH2:29])[C:23]1[CH:28]=[CH:27][CH:26]=[CH:25][CH:24]=1.C(P1(=O)OP(CCC)(=O)OP([CH2:44][CH2:45][CH3:46])(=O)O1)CC.[C:48](OCC)(=O)C. Given the product [C:12]([C@@:9]([NH2:8])([CH2:10][OH:11])[C:18]([NH:29][CH2:22][C:23]1[CH:28]=[CH:27][CH:26]=[CH:25][CH:24]=1)=[O:19])([O:14][C:45]([CH3:46])([CH3:48])[CH3:44])=[O:13], predict the reactants needed to synthesize it. (4) Given the product [Cl:1][C:2]1[C:3]([CH:8]([NH2:9])[C:20]2[CH:29]=[C:28]3[C:23]([CH:24]=[CH:25][C:26]([C:30]4[CH:35]=[CH:34][CH:33]=[CH:32][CH:31]=4)=[N:27]3)=[CH:22][CH:21]=2)=[N:4][CH:5]=[CH:6][N:7]=1, predict the reactants needed to synthesize it. The reactants are: [Cl:1][C:2]1[C:3]([CH:8]([C:20]2[CH:29]=[C:28]3[C:23]([CH:24]=[CH:25][C:26]([C:30]4[CH:35]=[CH:34][CH:33]=[CH:32][CH:31]=4)=[N:27]3)=[CH:22][CH:21]=2)[N:9]2C(=O)C3C(=CC=CC=3)C2=O)=[N:4][CH:5]=[CH:6][N:7]=1.NN.C(Cl)Cl. (5) Given the product [Br:26][C:27]1[C:37]2[N:36]([CH3:38])[C:35](=[O:39])[CH2:34][N:33]=[C:32]([C:40]3[CH:41]=[C:42]([CH:45]=[CH:46][CH:47]=3)[C:43]([NH2:44])=[O:2])[C:31]=2[CH:30]=[C:29]([O:48][CH3:49])[C:28]=1[O:50][CH3:51], predict the reactants needed to synthesize it. The reactants are: C[O:2]C1C(OC)=CC2N(C)C(=O)CN=C(C3C=C(C=CC=3)C#N)C=2C=1.[Br:26][C:27]1[C:37]2[N:36]([CH3:38])[C:35](=[O:39])[CH2:34][N:33]=[C:32]([C:40]3[CH:41]=[C:42]([CH:45]=[CH:46][CH:47]=3)[C:43]#[N:44])[C:31]=2[CH:30]=[C:29]([O:48][CH3:49])[C:28]=1[O:50][CH3:51]. (6) The reactants are: [C:1]([CH:4](OS(C1C=CC(C)=CC=1)(=O)=O)[C:5]1[CH:10]=[CH:9][CH:8]=[CH:7][CH:6]=1)(=[O:3])[NH2:2].[CH3:22][O:23][C:24]1[CH:25]=[C:26]2[C:31](=[CH:32][C:33]=1[O:34][CH3:35])[C@H:30]([CH2:36][CH2:37][C:38]1[C:43]([F:44])=[CH:42][CH:41]=[C:40]([F:45])[C:39]=1[F:46])[NH:29][CH2:28][CH2:27]2. Given the product [CH3:22][O:23][C:24]1[CH:25]=[C:26]2[C:31](=[CH:32][C:33]=1[O:34][CH3:35])[C@H:30]([CH2:36][CH2:37][C:38]1[C:43]([F:44])=[CH:42][CH:41]=[C:40]([F:45])[C:39]=1[F:46])[N:29]([C@H:4]([C:5]1[CH:6]=[CH:7][CH:8]=[CH:9][CH:10]=1)[C:1]([NH2:2])=[O:3])[CH2:28][CH2:27]2, predict the reactants needed to synthesize it. (7) Given the product [CH3:9][CH:8]1[CH2:7][CH2:6][CH2:5][N:4]([C:10]([O:12][CH2:13][CH:14]=[CH2:15])=[O:11])[CH:3]1[CH2:2][NH:1][C:17]1[CH:22]=[CH:21][C:20]([C:23]([F:26])([F:25])[F:24])=[CH:19][N:18]=1, predict the reactants needed to synthesize it. The reactants are: [NH2:1][CH2:2][CH:3]1[CH:8]([CH3:9])[CH2:7][CH2:6][CH2:5][N:4]1[C:10]([O:12][CH2:13][CH:14]=[CH2:15])=[O:11].Cl[C:17]1[CH:22]=[CH:21][C:20]([C:23]([F:26])([F:25])[F:24])=[CH:19][N:18]=1.C([O-])([O-])=O.[Cs+].[Cs+].